From a dataset of Catalyst prediction with 721,799 reactions and 888 catalyst types from USPTO. Predict which catalyst facilitates the given reaction. Reactant: C(OC1C=CC(C2CC(C(O)=O)C(=O)NN=2)=CC=1)C1C=CC=CC=1.[N:25]1[CH:30]=[CH:29][CH:28]=[CH:27][C:26]=1[C:31]1[CH:32]=[C:33]([C:38]([O:40]CC)=[O:39])[C:34](=[O:37])[NH:35][N:36]=1.[OH-].[Na+]. Product: [N:25]1[CH:30]=[CH:29][CH:28]=[CH:27][C:26]=1[C:31]1[CH2:32][CH:33]([C:38]([OH:40])=[O:39])[C:34](=[O:37])[NH:35][N:36]=1. The catalyst class is: 33.